Dataset: Peptide-MHC class I binding affinity with 185,985 pairs from IEDB/IMGT. Task: Regression. Given a peptide amino acid sequence and an MHC pseudo amino acid sequence, predict their binding affinity value. This is MHC class I binding data. (1) The peptide sequence is VSILASSL. The MHC is H-2-Db with pseudo-sequence H-2-Db. The binding affinity (normalized) is 0.0214. (2) The peptide sequence is AFHQLVQVI. The MHC is HLA-A26:01 with pseudo-sequence HLA-A26:01. The binding affinity (normalized) is 0.0847.